This data is from Full USPTO retrosynthesis dataset with 1.9M reactions from patents (1976-2016). The task is: Predict the reactants needed to synthesize the given product. (1) Given the product [CH2:14]([O:16][C:17](=[O:30])[CH2:18][CH:19]1[CH2:28][CH2:27][C:26]2[C:21](=[CH:22][CH:23]=[C:24]([O:29][CH2:11][CH2:10][CH2:9][CH2:8][NH:7][C:6]([O:5][C:1]([CH3:4])([CH3:3])[CH3:2])=[O:13])[CH:25]=2)[CH2:20]1)[CH3:15], predict the reactants needed to synthesize it. The reactants are: [C:1]([O:5][C:6](=[O:13])[NH:7][CH2:8][CH2:9][CH2:10][CH2:11]Br)([CH3:4])([CH3:3])[CH3:2].[CH2:14]([O:16][C:17](=[O:30])[CH2:18][CH:19]1[CH2:28][CH2:27][C:26]2[C:21](=[CH:22][CH:23]=[C:24]([OH:29])[CH:25]=2)[CH2:20]1)[CH3:15]. (2) Given the product [NH2:1][C:2]1[N:7]2[N:8]=[C:9]([C:11]3[O:12][CH:13]=[CH:14][CH:15]=3)[N:10]=[C:6]2[CH:5]=[C:4]([C:16]([OH:20])=[O:17])[N:3]=1, predict the reactants needed to synthesize it. The reactants are: [NH2:1][C:2]1[N:7]2[N:8]=[C:9]([C:11]3[O:12][CH:13]=[CH:14][CH:15]=3)[N:10]=[C:6]2[CH:5]=[C:4]([CH:16]=[O:17])[N:3]=1.S(=O)(=O)([OH:20])N.Cl[O-].[Na+]. (3) Given the product [C:15]([O:14][C:12]([N:9]1[CH2:10][CH2:11][C:6]2([C:4](=[O:3])[NH:21][CH2:20][CH2:19]2)[CH2:7][CH2:8]1)=[O:13])([CH3:18])([CH3:17])[CH3:16], predict the reactants needed to synthesize it. The reactants are: C([O:3][C:4]([C:6]1([CH2:19][C:20]#[N:21])[CH2:11][CH2:10][N:9]([C:12]([O:14][C:15]([CH3:18])([CH3:17])[CH3:16])=[O:13])[CH2:8][CH2:7]1)=O)C.[BH4-].[Na+].N. (4) The reactants are: [F:1][C:2]([F:28])([F:27])[C:3]1[C:8]([Cl:9])=[CH:7][C:6]([NH:10][CH:11]2[CH2:16][CH2:15][N:14]([C:17]([O:19][C:20]([CH3:23])([CH3:22])[CH3:21])=[O:18])[CH2:13][CH2:12]2)=[C:5]([N+:24]([O-])=O)[CH:4]=1.O.NN. Given the product [NH2:24][C:5]1[CH:4]=[C:3]([C:2]([F:28])([F:1])[F:27])[C:8]([Cl:9])=[CH:7][C:6]=1[NH:10][CH:11]1[CH2:12][CH2:13][N:14]([C:17]([O:19][C:20]([CH3:23])([CH3:22])[CH3:21])=[O:18])[CH2:15][CH2:16]1, predict the reactants needed to synthesize it. (5) The reactants are: [Cr](Cl)([O-])(=O)=O.[NH+]1C=CC=CC=1.[I:12][C:13]1[CH:14]=[C:15]([CH:18]=[CH:19][CH:20]=1)[CH2:16][OH:17]. Given the product [I:12][C:13]1[CH:14]=[C:15]([CH:18]=[CH:19][CH:20]=1)[CH:16]=[O:17], predict the reactants needed to synthesize it. (6) Given the product [ClH:2].[Cl:2][CH2:3][CH2:4][CH2:5][CH:6]([C:18]1[CH:19]=[CH:20][C:21]([N:24]([CH3:26])[CH3:25])=[CH:22][CH:23]=1)[C:7]([NH:9][NH2:10])=[O:8], predict the reactants needed to synthesize it. The reactants are: Cl.[Cl:2][CH2:3][CH2:4][CH2:5][CH:6]([C:18]1[CH:23]=[CH:22][C:21]([N:24]([CH3:26])[CH3:25])=[CH:20][CH:19]=1)[C:7]([NH:9][NH:10]C(OC(C)(C)C)=O)=[O:8]. (7) Given the product [CH3:25][N:16]([CH2:15][C:11]1[CH:10]=[C:9]([C:6]2[CH:5]=[CH:4][C:3]([CH:1]=[C:27]([C:28]([O:30][CH2:31][CH3:32])=[O:29])[C:26]([O:34][CH2:35][CH3:36])=[O:33])=[CH:8][CH:7]=2)[CH:14]=[CH:13][CH:12]=1)[C:17]([C:18]1[CH:19]=[CH:20][CH:21]=[CH:22][CH:23]=1)=[O:24], predict the reactants needed to synthesize it. The reactants are: [CH:1]([C:3]1[CH:8]=[CH:7][C:6]([C:9]2[CH:14]=[CH:13][CH:12]=[C:11]([CH2:15][N:16]([CH3:25])[C:17](=[O:24])[C:18]3[CH:23]=[CH:22][CH:21]=[CH:20][CH:19]=3)[CH:10]=2)=[CH:5][CH:4]=1)=O.[C:26]([O:34][CH2:35][CH3:36])(=[O:33])[CH2:27][C:28]([O:30][CH2:31][CH3:32])=[O:29].C(O)(=O)C.N1CCCCC1.